Dataset: Forward reaction prediction with 1.9M reactions from USPTO patents (1976-2016). Task: Predict the product of the given reaction. Given the reactants [CH3:1][C@@:2]12[C:18](=[O:19])[CH2:17][CH2:16][C@H:15]1[C@H:14]1[C@@H:5]([C:6]3[CH:7]=[CH:8][C:9]([OH:20])=[CH:10][C:11]=3[CH2:12][CH2:13]1)[CH2:4][CH2:3]2.C(=O)([O-])[O-].[K+].[K+].[CH2:27](Br)[C:28]1[CH:33]=[CH:32][CH:31]=[CH:30][CH:29]=1, predict the reaction product. The product is: [CH2:27]([O:20][C:9]1[CH:8]=[CH:7][C:6]2[C@@H:5]3[C@H:14]([C@H:15]4[C@@:2]([CH2:3][CH2:4]3)([CH3:1])[C:18](=[O:19])[CH2:17][CH2:16]4)[CH2:13][CH2:12][C:11]=2[CH:10]=1)[C:28]1[CH:33]=[CH:32][CH:31]=[CH:30][CH:29]=1.